From a dataset of Full USPTO retrosynthesis dataset with 1.9M reactions from patents (1976-2016). Predict the reactants needed to synthesize the given product. (1) Given the product [CH3:23][S:24]([O:1][CH2:2][CH:3]([NH:5][C:6]([O:7][CH2:8][C:9]1[CH:14]=[CH:13][CH:12]=[CH:11][CH:10]=1)=[O:15])[CH3:4])(=[O:26])=[O:25], predict the reactants needed to synthesize it. The reactants are: [OH:1][CH2:2][CH:3]([NH:5][C:6](=[O:15])[O:7][CH2:8][C:9]1[CH:14]=[CH:13][CH:12]=[CH:11][CH:10]=1)[CH3:4].C(N(CC)CC)C.[CH3:23][S:24](Cl)(=[O:26])=[O:25]. (2) Given the product [C:4]([C:5]1[CH:6]=[CH:7][C:8]([C:11]2[CH:16]=[C:15]([C:17]3[CH:22]=[CH:21][CH:20]=[CH:19][N:18]=3)[N:14]=[C:13]([C:23]3[CH:28]=[CH:27][CH:26]=[CH:25][N:24]=3)[CH:12]=2)=[CH:9][CH:10]=1)#[CH:3], predict the reactants needed to synthesize it. The reactants are: C[Si](C)(C)[C:3]#[C:4][C:5]1[CH:10]=[CH:9][C:8]([C:11]2[CH:16]=[C:15]([C:17]3[CH:22]=[CH:21][CH:20]=[CH:19][N:18]=3)[N:14]=[C:13]([C:23]3[CH:28]=[CH:27][CH:26]=[CH:25][N:24]=3)[CH:12]=2)=[CH:7][CH:6]=1.[F-].[K+]. (3) Given the product [CH2:17]([O:16][C:5]1[C:6]2[B:7]([OH:15])[O:8][CH:9]([CH2:11][N+:12]([O-:14])=[O:13])[C:10]=2[C:2]([CH:19]=[CH2:20])=[CH:3][CH:4]=1)[CH3:18], predict the reactants needed to synthesize it. The reactants are: Br[C:2]1[C:10]2[CH:9]([CH2:11][N+:12]([O-:14])=[O:13])[O:8][B:7]([OH:15])[C:6]=2[C:5]([O:16][CH2:17][CH3:18])=[CH:4][CH:3]=1.[CH:19]([Sn](CCCC)(CCCC)CCCC)=[CH2:20]. (4) Given the product [CH3:33][CH2:32][CH2:31][CH2:30][CH2:29][CH2:28][CH2:27][CH2:26][CH2:25][CH2:24][NH:4][CH2:3][CH:2]=[CH2:1].[CH3:20][N+:19]([CH2:18][CH2:17][CH2:16][CH2:15][CH2:14][CH2:13][NH:4][CH2:3][CH:2]=[CH2:1])([CH3:22])[CH3:21].[CH2:1]=[CH:2][CH2:3][NH2:4].[CH2:5]1[O:7][CH:6]1[CH2:8][Cl:9].[ClH:10].[Cl-:9], predict the reactants needed to synthesize it. The reactants are: [CH2:1]=[CH:2][CH2:3][NH2:4].[CH2:5]1[O:7][CH:6]1[CH2:8][Cl:9].[ClH:10].[Br-].Br[CH2:13][CH2:14][CH2:15][CH2:16][CH2:17][CH2:18][N+:19]([CH3:22])([CH3:21])[CH3:20].Br[CH2:24][CH2:25][CH2:26][CH2:27][CH2:28][CH2:29][CH2:30][CH2:31][CH2:32][CH3:33].[OH-].[Na+].